This data is from Reaction yield outcomes from USPTO patents with 853,638 reactions. The task is: Predict the reaction yield, written as a fraction of the theoretical maximum amount of product (1.0 means a 100% yield; for example, 0.34 means a 34% yield). (1) The reactants are FC1C=C([C:12]2[N:17]=[C:16]3[N:18]([CH2:21][C:22]4[CH:23]=[C:24]5[C:29](=[CH:30][CH:31]=4)[N:28]=[CH:27][CH:26]=[CH:25]5)[N:19]=[N:20][C:15]3=[CH:14][CH:13]=2)C=CC=1C(NC)=O.[C:32]1([OH:38])[CH:37]=[CH:36][CH:35]=[CH:34][CH:33]=1.CC(C)([O-])C.[K+]. The catalyst is CN1CCCC1=O. The product is [O:38]([C:12]1[N:17]=[C:16]2[N:18]([CH2:21][C:22]3[CH:23]=[C:24]4[C:29](=[CH:30][CH:31]=3)[N:28]=[CH:27][CH:26]=[CH:25]4)[N:19]=[N:20][C:15]2=[CH:14][CH:13]=1)[C:32]1[CH:37]=[CH:36][CH:35]=[CH:34][CH:33]=1. The yield is 0.330. (2) The reactants are [Cl:1][C:2]1[CH:3]=[N+:4]([O-:46])[CH:5]=[C:6]([Cl:45])[C:7]=1[CH2:8][C@@H:9]([C:30]1[CH:35]=[CH:34][C:33]([O:36][CH:37]([F:39])[F:38])=[C:32]([O:40][CH2:41][CH:42]2[CH2:44][CH2:43]2)[CH:31]=1)[O:10][C:11](=[O:29])[NH:12][CH2:13][C:14]1[CH:19]=[CH:18][C:17]([N:20](S(C)(=O)=O)[S:21]([CH3:24])(=[O:23])=[O:22])=[CH:16][CH:15]=1.C(=O)([O-])[O-].[K+].[K+]. The catalyst is CO. The product is [Cl:1][C:2]1[CH:3]=[N+:4]([O-:46])[CH:5]=[C:6]([Cl:45])[C:7]=1[CH2:8][C@@H:9]([C:30]1[CH:35]=[CH:34][C:33]([O:36][CH:37]([F:38])[F:39])=[C:32]([O:40][CH2:41][CH:42]2[CH2:44][CH2:43]2)[CH:31]=1)[O:10][C:11](=[O:29])[NH:12][CH2:13][C:14]1[CH:19]=[CH:18][C:17]([NH:20][S:21]([CH3:24])(=[O:23])=[O:22])=[CH:16][CH:15]=1. The yield is 0.463. (3) The reactants are C(N([CH2:6][CH3:7])CC)C.[CH3:8]S(Cl)(=O)=O.C[C:14]([CH3:17])([O-])[CH3:15].[K+].[C:19]1([SH:25])[CH:24]=[CH:23][CH:22]=[CH:21][CH:20]=1. The catalyst is C(Cl)Cl.CS(C)=O.O. The product is [C:19]1([S:25][C:7]2[CH:6]=[CH:17][CH:14]=[CH:15][CH:8]=2)[CH:24]=[CH:23][CH:22]=[CH:21][CH:20]=1. The yield is 0.890. (4) The reactants are [F:1][C:2]1[CH:3]=[CH:4][C:5]([CH2:8][O:9][C:10]2[CH:15]=[CH:14][N:13]([C:16]3[CH:21]=[CH:20][C:19]4[C:22]5[CH2:23][N:24](C(OC(C)(C)C)=O)[CH2:25][CH2:26][C:27]=5[O:28][C:18]=4[CH:17]=3)[C:12](=[O:36])[CH:11]=2)=[N:6][CH:7]=1.Cl.C([O-])(O)=O.[Na+]. The catalyst is CO.CCOCC.C(Cl)Cl. The product is [F:1][C:2]1[CH:3]=[CH:4][C:5]([CH2:8][O:9][C:10]2[CH:15]=[CH:14][N:13]([C:16]3[CH:21]=[CH:20][C:19]4[C:22]5[CH2:23][NH:24][CH2:25][CH2:26][C:27]=5[O:28][C:18]=4[CH:17]=3)[C:12](=[O:36])[CH:11]=2)=[N:6][CH:7]=1. The yield is 0.820.